Predict the reaction yield, written as a fraction of the theoretical maximum amount of product (1.0 means a 100% yield; for example, 0.34 means a 34% yield). From a dataset of Reaction yield outcomes from USPTO patents with 853,638 reactions. (1) The product is [C:6]([C:7]1[S:11][C:10]([C:12]2[O:16][CH:15]=[N:14][CH:13]=2)=[CH:9][CH:8]=1)#[CH:5]. The yield is 0.670. The catalyst is C(O)(=O)C. The reactants are C[Si]([C:5]#[C:6][C:7]1[S:11][C:10]([C:12]2[O:16][CH:15]=[N:14][CH:13]=2)=[CH:9][CH:8]=1)(C)C.CO.C1COCC1.[OH-].[K+].CO. (2) The reactants are CC(C)([O-])C.[K+].[NH2:7][C:8]1[CH:13]=[CH:12][C:11]([OH:14])=[C:10]([CH3:15])[C:9]=1[F:16].[Cl:17][C:18]1[CH:23]=[C:22](Cl)[CH:21]=[CH:20][N:19]=1. The catalyst is CC(N(C)C)=O. The product is [Cl:17][C:18]1[CH:23]=[C:22]([O:14][C:11]2[CH:12]=[CH:13][C:8]([NH2:7])=[C:9]([F:16])[C:10]=2[CH3:15])[CH:21]=[CH:20][N:19]=1. The yield is 0.420. (3) The reactants are [OH:1][C:2]1[CH:7]=[CH:6][C:5]([C:8]2[N:13]=[C:12]([C:14]([NH2:16])=[O:15])[C:11]([CH3:17])=[N:10][C:9]=2[CH3:18])=[CH:4][CH:3]=1.[F:19][C:20]([F:39])([F:38])[S:21](N(C1C=CC=CC=1)[S:21]([C:20]([F:39])([F:38])[F:19])(=[O:23])=[O:22])(=[O:23])=[O:22].C(=O)([O-])[O-].[K+].[K+]. The catalyst is C1COCC1. The product is [F:19][C:20]([F:39])([F:38])[S:21]([O:1][C:2]1[CH:3]=[CH:4][C:5]([C:8]2[C:9]([CH3:18])=[N:10][C:11]([CH3:17])=[C:12]([C:14](=[O:15])[NH2:16])[N:13]=2)=[CH:6][CH:7]=1)(=[O:23])=[O:22]. The yield is 1.02. (4) The reactants are [Cl:1][C:2]1[CH:7]=[CH:6][C:5]([NH:8][C:9]2[C:10]([CH:22]=O)=[N:11][CH:12]=[C:13]([N:15]3[C:19]([CH3:20])=[CH:18][C:17]([CH3:21])=[N:16]3)[N:14]=2)=[CH:4][CH:3]=1.Cl.[NH2:25][OH:26]. The catalyst is C(O)C. The product is [Cl:1][C:2]1[CH:7]=[CH:6][C:5]([NH:8][C:9]2[C:10]([CH:22]=[N:25][OH:26])=[N:11][CH:12]=[C:13]([N:15]3[C:19]([CH3:20])=[CH:18][C:17]([CH3:21])=[N:16]3)[N:14]=2)=[CH:4][CH:3]=1. The yield is 0.760. (5) The reactants are [CH2:1]([NH:7][C:8]([N:10]1[CH:15]=[C:14]([NH:16][CH3:17])[C:13](=[O:18])[NH:12][C:11]1=[O:19])=[O:9])[CH2:2][CH2:3][CH2:4][CH2:5][CH3:6].[C:20](Cl)(=[O:27])[C:21]1[CH:26]=[CH:25][CH:24]=[CH:23][CH:22]=1. The catalyst is N1C=CC=CC=1. The yield is 0.450. The product is [C:20]([N:16]([CH3:17])[C:14]1[C:13](=[O:18])[NH:12][C:11](=[O:19])[N:10]([C:8]([NH:7][CH2:1][CH2:2][CH2:3][CH2:4][CH2:5][CH3:6])=[O:9])[CH:15]=1)(=[O:27])[C:21]1[CH:26]=[CH:25][CH:24]=[CH:23][CH:22]=1. (6) The reactants are [CH2:1]([N:8]1[C:12]([NH2:13])=[CH:11][CH:10]=[N:9]1)[C:2]1[CH:7]=[CH:6][CH:5]=[CH:4][CH:3]=1.[O:14]1[CH2:19][CH2:18][C:17](=O)[CH2:16][CH2:15]1.C(O[BH-](OC(=O)C)OC(=O)C)(=O)C.[Na+]. The catalyst is C(O)(=O)C. The product is [CH2:1]([N:8]1[C:12]([NH:13][CH:17]2[CH2:18][CH2:19][O:14][CH2:15][CH2:16]2)=[CH:11][CH:10]=[N:9]1)[C:2]1[CH:3]=[CH:4][CH:5]=[CH:6][CH:7]=1. The yield is 0.970. (7) The reactants are C(Cl)(=O)C(Cl)=O.CS(C)=O.[Cl:11][C:12]1[CH:17]=[CH:16][CH:15]=[CH:14][C:13]=1[S:18]([N:21]1[CH2:42][CH2:41][C:24]2([C:28](=[O:29])[N:27]([C:30]3[CH:35]=[CH:34][C:33]([O:36][C:37]([F:40])([F:39])[F:38])=[CH:32][CH:31]=3)[CH2:26][CH2:25]2)[CH:23]([OH:43])[CH2:22]1)(=[O:20])=[O:19].C(N(CC)CC)C. The catalyst is C(Cl)Cl. The product is [Cl:11][C:12]1[CH:17]=[CH:16][CH:15]=[CH:14][C:13]=1[S:18]([N:21]1[CH2:42][CH2:41][C:24]2([C:28](=[O:29])[N:27]([C:30]3[CH:31]=[CH:32][C:33]([O:36][C:37]([F:39])([F:40])[F:38])=[CH:34][CH:35]=3)[CH2:26][CH2:25]2)[C:23](=[O:43])[CH2:22]1)(=[O:19])=[O:20]. The yield is 0.590. (8) The reactants are Cl.Cl.Cl.[O:4]1[C:12]2[CH:11]=[CH:10][N:9]=[C:8]([N:13]3[CH2:18][CH2:17][N:16]([CH2:19][CH2:20][C@H:21]4[CH2:26][CH2:25][C@H:24]([NH2:27])[CH2:23][CH2:22]4)[CH2:15][CH2:14]3)[C:7]=2[CH2:6][CH2:5]1.C(N(CC)CC)C.[CH3:35][S:36](Cl)(=[O:38])=[O:37].[OH-].[Na+]. The catalyst is ClCCl. The product is [O:4]1[C:12]2[CH:11]=[CH:10][N:9]=[C:8]([N:13]3[CH2:18][CH2:17][N:16]([CH2:19][CH2:20][C@H:21]4[CH2:26][CH2:25][C@H:24]([NH:27][S:36]([CH3:35])(=[O:38])=[O:37])[CH2:23][CH2:22]4)[CH2:15][CH2:14]3)[C:7]=2[CH2:6][CH2:5]1. The yield is 0.880.